The task is: Predict the product of the given reaction.. This data is from Forward reaction prediction with 1.9M reactions from USPTO patents (1976-2016). (1) Given the reactants [NH2:1][C:2]1[C:3]([C:16]2[CH:36]=[CH:35][C:19]([C:20]([NH:22][C@@H:23]([C:27]3[CH:32]=[C:31]([F:33])[CH:30]=[C:29]([Br:34])[CH:28]=3)[CH2:24][NH:25][CH3:26])=[O:21])=[C:18]([F:37])[CH:17]=2)=[N:4][C:5]([C@H:8]2[CH2:13][CH2:12][C@H:11]([OH:14])[C@@H:10]([F:15])[CH2:9]2)=[CH:6][N:7]=1.C(O)C.[ClH:41], predict the reaction product. The product is: [ClH:41].[NH2:1][C:2]1[C:3]([C:16]2[CH:36]=[CH:35][C:19]([C:20]([NH:22][C@@H:23]([C:27]3[CH:32]=[C:31]([F:33])[CH:30]=[C:29]([Br:34])[CH:28]=3)[CH2:24][NH:25][CH3:26])=[O:21])=[C:18]([F:37])[CH:17]=2)=[N:4][C:5]([C@H:8]2[CH2:13][CH2:12][C@H:11]([OH:14])[C@@H:10]([F:15])[CH2:9]2)=[CH:6][N:7]=1. (2) Given the reactants Br[C:2]1[C:11]2[C:6](=[CH:7][CH:8]=[CH:9][CH:10]=2)[C:5]([CH3:12])=[C:4]([N:13]([CH2:28][C:29]2[CH:34]=[CH:33][C:32]([O:35][C:36]([F:39])([F:38])[F:37])=[CH:31][CH:30]=2)[S:14]([C:17]2[CH:27]=[CH:26][C:20]([C:21]([O:23]CC)=[O:22])=[CH:19][CH:18]=2)(=[O:16])=[O:15])[N:3]=1.[H-].[Na+].[CH3:42][CH:43]([OH:45])[CH3:44].Cl, predict the reaction product. The product is: [CH:43]([O:45][C:2]1[C:11]2[C:6](=[CH:7][CH:8]=[CH:9][CH:10]=2)[C:5]([CH3:12])=[C:4]([N:13]([CH2:28][C:29]2[CH:34]=[CH:33][C:32]([O:35][C:36]([F:38])([F:39])[F:37])=[CH:31][CH:30]=2)[S:14]([C:17]2[CH:18]=[CH:19][C:20]([C:21]([OH:23])=[O:22])=[CH:26][CH:27]=2)(=[O:16])=[O:15])[N:3]=1)([CH3:44])[CH3:42]. (3) Given the reactants [CH2:1]([N:8]([C@@H:13]1[CH2:18][CH2:17][CH2:16][CH2:15][C@@H:14]1[OH:19])[C:9](=[O:12])[CH2:10]Cl)[C:2]1[CH:7]=[CH:6][CH:5]=[CH:4][CH:3]=1.[H-].[Na+], predict the reaction product. The product is: [CH2:1]([N:8]1[C:9](=[O:12])[CH2:10][O:19][C@H:14]2[CH2:15][CH2:16][CH2:17][CH2:18][C@@H:13]12)[C:2]1[CH:7]=[CH:6][CH:5]=[CH:4][CH:3]=1. (4) Given the reactants [OH:1][C:2]1[CH:11]=[CH:10][C:5]([C:6]([NH:8][NH2:9])=[O:7])=[CH:4][CH:3]=1.[CH:12](=O)[C:13]1[CH:18]=[CH:17][CH:16]=[CH:15][CH:14]=1, predict the reaction product. The product is: [CH:12](=[N:9][NH:8][C:6](=[O:7])[C:5]1[CH:10]=[CH:11][C:2]([OH:1])=[CH:3][CH:4]=1)[C:13]1[CH:18]=[CH:17][CH:16]=[CH:15][CH:14]=1. (5) Given the reactants Cl.[Cl:2][C:3]1[C:4]([CH3:17])=[C:5]([CH:13]=[CH:14][C:15]=1[Cl:16])[O:6][CH:7]1[CH2:12][CH2:11][NH:10][CH2:9][CH2:8]1.[C:18]([O:22][C:23]([N:25]1[CH2:30][CH2:29][CH:28]([CH2:31]OS(C2C=CC(C)=CC=2)(=O)=O)[CH2:27][CH2:26]1)=[O:24])([CH3:21])([CH3:20])[CH3:19].C(=O)([O-])[O-].[K+].[K+], predict the reaction product. The product is: [C:18]([O:22][C:23]([N:25]1[CH2:30][CH2:29][CH:28]([CH2:31][N:10]2[CH2:11][CH2:12][CH:7]([O:6][C:5]3[CH:13]=[CH:14][C:15]([Cl:16])=[C:3]([Cl:2])[C:4]=3[CH3:17])[CH2:8][CH2:9]2)[CH2:27][CH2:26]1)=[O:24])([CH3:21])([CH3:19])[CH3:20]. (6) Given the reactants [F:1][C:2]1[CH:7]=[CH:6][C:5]([C:8]2[N:9]=[C:10]3[C:15](=[N:16][CH:17]=2)[N:14]=[C:13]([NH:18][CH2:19][C:20]2[CH:25]=[CH:24][C:23](S(N)(=O)=O)=[CH:22][CH:21]=2)[N:12]=[C:11]3[NH:30][CH2:31][C:32]([F:35])([F:34])[F:33])=[CH:4][CH:3]=1.[F:36]C1C=CC(CN)=CC=1, predict the reaction product. The product is: [F:36][C:23]1[CH:24]=[CH:25][C:20]([CH2:19][NH:18][C:13]2[N:12]=[C:11]([NH:30][CH2:31][C:32]([F:35])([F:34])[F:33])[C:10]3[C:15](=[N:16][CH:17]=[C:8]([C:5]4[CH:6]=[CH:7][C:2]([F:1])=[CH:3][CH:4]=4)[N:9]=3)[N:14]=2)=[CH:21][CH:22]=1. (7) The product is: [CH3:1][C:2]1[C:6]2[C:7](=[O:18])[N:8]([CH2:11][CH2:12][N:13]3[CH2:14][CH2:15][CH2:16][CH2:17]3)[CH2:9][CH2:10][C:5]=2[NH:4][C:3]=1[CH:19]=[C:29]1[C:28]2[C:32](=[CH:33][CH:34]=[CH:35][C:27]=2[CH:24]2[CH2:23][CH2:22][NH:21][CH2:26][CH2:25]2)[NH:31][C:30]1=[O:36]. Given the reactants [CH3:1][C:2]1[C:6]2[C:7](=[O:18])[N:8]([CH2:11][CH2:12][N:13]3[CH2:17][CH2:16][CH2:15][CH2:14]3)[CH2:9][CH2:10][C:5]=2[NH:4][C:3]=1[CH:19]=O.[NH:21]1[CH2:26][CH2:25][CH:24]([C:27]2[CH:35]=[CH:34][CH:33]=[C:32]3[C:28]=2[CH2:29][C:30](=[O:36])[NH:31]3)[CH2:23][CH2:22]1, predict the reaction product.